From a dataset of Reaction yield outcomes from USPTO patents with 853,638 reactions. Predict the reaction yield, written as a fraction of the theoretical maximum amount of product (1.0 means a 100% yield; for example, 0.34 means a 34% yield). (1) The reactants are [OH-].[K+].[F:3][C:4]1[CH:5]=[CH:6][C:7]([O:14][CH3:15])=[C:8]2[C:12]=1[NH:11][N:10]=[C:9]2[NH2:13].Cl[CH2:17][C:18]1[CH:19]=[C:20]([CH:23]=[CH:24][CH:25]=1)[C:21]#[N:22].O. The catalyst is CS(C)=O.ClCCl. The product is [NH2:13][C:9]1[C:8]2[C:12](=[C:4]([F:3])[CH:5]=[CH:6][C:7]=2[O:14][CH3:15])[N:11]([CH2:17][C:18]2[CH:19]=[C:20]([CH:23]=[CH:24][CH:25]=2)[C:21]#[N:22])[N:10]=1. The yield is 0.560. (2) The reactants are [F:1][CH2:2][C@@:3]1([C:50]([OH:52])=[O:51])[CH2:8][CH2:7][C:6]([C:9]2[C:10]([CH3:49])([CH3:48])[C@H:11]3[C@:24]([CH3:27])([CH2:25][CH:26]=2)[C@@H:23]2[C@:14]([CH3:47])([C@@:15]4([CH3:46])[C@H:20]([CH2:21][CH2:22]2)[C@H:19]2[C@H:28]([C:31]([CH3:33])=[CH2:32])[CH2:29][CH2:30][C@:18]2([NH:34][CH2:35][C:36](N2CCC(O)(C)CC2)=[O:37])[CH2:17][CH2:16]4)[CH2:13][CH2:12]3)=[CH:5][CH2:4]1.[S:53]1(=[O:61])(=[O:60])[CH2:59][CH2:58][CH2:57][NH:56][CH2:55][CH2:54]1.C(O)(C(F)(F)F)=O. No catalyst specified. The product is [O:60]=[S:53]1(=[O:61])[CH2:59][CH2:58][CH2:57][N:56]([C:36](=[O:37])[CH2:35][NH:34][C@:18]23[CH2:30][CH2:29][C@@H:28]([C:31]([CH3:33])=[CH2:32])[C@@H:19]2[C@@H:20]2[C@@:15]([CH3:46])([CH2:16][CH2:17]3)[C@@:14]3([CH3:47])[C@@H:23]([C@:24]4([CH3:27])[C@@H:11]([CH2:12][CH2:13]3)[C:10]([CH3:49])([CH3:48])[C:9]([C:6]3[CH2:7][CH2:8][C@@:3]([CH2:2][F:1])([C:50]([OH:52])=[O:51])[CH2:4][CH:5]=3)=[CH:26][CH2:25]4)[CH2:22][CH2:21]2)[CH2:55][CH2:54]1. The yield is 0.700. (3) The yield is 0.490. The product is [C:20]1([CH3:23])[CH:19]=[CH:18][C:17]([N:9]2[C:8]([NH2:7])=[CH:12][C:11]([Si:13]([CH3:16])([CH3:15])[CH3:14])=[N:10]2)=[CH:22][CH:21]=1. The catalyst is C1COCC1. The reactants are C(OC(=O)[NH:7][C:8]1[N:9]([C:17]2[CH:22]=[CH:21][C:20]([CH3:23])=[CH:19][CH:18]=2)[N:10]=[C:11]([Si:13]([CH3:16])([CH3:15])[CH3:14])[CH:12]=1)(C)(C)C.Cl.O1CCOCC1. (4) The reactants are [CH3:1][C:2]1[C:3]([NH:15][CH:16]2[CH2:23][CH:19]3[CH2:20][NH:21][CH2:22][CH:18]3[CH2:17]2)=[N:4][C:5]([NH:8][C:9]2[CH:10]=[N:11][N:12]([CH3:14])[CH:13]=2)=[N:6][CH:7]=1.C(N(CC)CC)C.[CH3:31][S:32](Cl)(=[O:34])=[O:33]. The catalyst is C(Cl)Cl. The product is [CH3:1][C:2]1[C:3]([NH:15][CH:16]2[CH2:23][CH:19]3[CH2:20][N:21]([S:32]([CH3:31])(=[O:34])=[O:33])[CH2:22][CH:18]3[CH2:17]2)=[N:4][C:5]([NH:8][C:9]2[CH:10]=[N:11][N:12]([CH3:14])[CH:13]=2)=[N:6][CH:7]=1. The yield is 0.424. (5) The reactants are [OH:1][CH2:2][C:3]([CH3:27])([C:21]1[CH:26]=[CH:25][CH:24]=[CH:23][CH:22]=1)[CH2:4][CH2:5][CH2:6][S:7][CH2:8][CH2:9][CH2:10][C:11]([CH3:20])([C:14]1[CH:19]=[CH:18][CH:17]=[CH:16][CH:15]=1)[CH2:12][OH:13].OO.ClCCl.C(OCC)(=[O:35])C. The catalyst is C(O)(=O)C. The product is [OH:1][CH2:2][C:3]([CH3:27])([C:21]1[CH:26]=[CH:25][CH:24]=[CH:23][CH:22]=1)[CH2:4][CH2:5][CH2:6][S:7]([CH2:8][CH2:9][CH2:10][C:11]([CH3:20])([C:14]1[CH:19]=[CH:18][CH:17]=[CH:16][CH:15]=1)[CH2:12][OH:13])=[O:35]. The yield is 0.710. (6) The reactants are [Cl:1][C:2]1[C:3]([CH2:8][NH:9][C:10]([C@H:12]2[CH2:21][N:20]3[C@@H:15]([CH2:16][O:17][CH2:18][C:19]3=[O:22])[CH2:14][CH2:13]2)=O)=[N:4][CH:5]=[CH:6][N:7]=1.CN(C)C=O.N1C=CC=CC=1.O=P(Cl)(Cl)Cl.C(=O)(O)[O-].[Na+]. The catalyst is ClCCl. The product is [Cl:1][C:2]1[C:3]2[N:4]([C:10]([C@H:12]3[CH2:21][N:20]4[C@@H:15]([CH2:16][O:17][CH2:18][C:19]4=[O:22])[CH2:14][CH2:13]3)=[N:9][CH:8]=2)[CH:5]=[CH:6][N:7]=1. The yield is 0.333. (7) The reactants are [CH3:1][O:2][C:3]1[C:4]([NH2:15])=[CH:5][C:6]([CH:9]2[CH2:14][CH2:13][O:12][CH2:11][CH2:10]2)=[N:7][CH:8]=1.[I:16]([O-])(=O)=O.[K+].[OH-].[Na+]. The catalyst is S(=O)(=O)(O)O. The product is [I:16][C:5]1[C:6]([CH:9]2[CH2:14][CH2:13][O:12][CH2:11][CH2:10]2)=[N:7][CH:8]=[C:3]([O:2][CH3:1])[C:4]=1[NH2:15]. The yield is 0.580.